Dataset: Reaction yield outcomes from USPTO patents with 853,638 reactions. Task: Predict the reaction yield, written as a fraction of the theoretical maximum amount of product (1.0 means a 100% yield; for example, 0.34 means a 34% yield). (1) The reactants are C[O:2][C:3](=O)[CH2:4][N:5]1[CH2:10][CH2:9][N:8]([C:11]2[CH:16]=[CH:15][C:14]([O:17][CH3:18])=[C:13]([O:19][CH:20]3[CH2:24][CH2:23][CH2:22][CH2:21]3)[CH:12]=2)[CH2:7][C@@H:6]1[CH2:25][C:26]1[CH:31]=[CH:30][CH:29]=[CH:28][CH:27]=1.[H-].[Al+3].[Li+].[H-].[H-].[H-]. The catalyst is C1COCC1. The product is [CH2:25]([C@H:6]1[CH2:7][N:8]([C:11]2[CH:16]=[CH:15][C:14]([O:17][CH3:18])=[C:13]([O:19][CH:20]3[CH2:21][CH2:22][CH2:23][CH2:24]3)[CH:12]=2)[CH2:9][CH2:10][N:5]1[CH2:4][CH2:3][OH:2])[C:26]1[CH:27]=[CH:28][CH:29]=[CH:30][CH:31]=1. The yield is 0.730. (2) The reactants are [CH2:1]([C:7]([OH:9])=[O:8])[C@H:2]([OH:6])[C:3]([OH:5])=[O:4].[CH3:10][C:11]1C=CC(S([O-])(=O)=O)=C[CH:12]=1.C1C=C[NH+]=CC=1. The catalyst is COC(OC)(C)C. The product is [CH3:10][C:11]1([CH3:12])[O:6][C@@H:2]([CH2:1][C:7]([OH:9])=[O:8])[C:3](=[O:5])[O:4]1. The yield is 0.580. (3) The reactants are [I:1][C:2]1[CH:7]=[CH:6][C:5]([S:8](Cl)(=[O:10])=[O:9])=[CH:4][CH:3]=1.[NH2:12][C:13]1[N:18]=[CH:17][C:16]([C:19](=[O:21])[CH3:20])=[CH:15][CH:14]=1.Cl. The catalyst is N1C=CC=CC=1. The product is [C:19]([C:16]1[CH:15]=[CH:14][C:13]([NH:12][S:8]([C:5]2[CH:6]=[CH:7][C:2]([I:1])=[CH:3][CH:4]=2)(=[O:10])=[O:9])=[N:18][CH:17]=1)(=[O:21])[CH3:20]. The yield is 0.850.